From a dataset of Reaction yield outcomes from USPTO patents with 853,638 reactions. Predict the reaction yield, written as a fraction of the theoretical maximum amount of product (1.0 means a 100% yield; for example, 0.34 means a 34% yield). (1) The product is [ClH:27].[NH2:7][CH2:8][CH2:9][CH2:10][CH2:11][C:12]1[CH:17]=[CH:16][C:15]([C:18]([NH:19][CH2:20][CH2:21][OH:22])=[O:23])=[CH:14][CH:13]=1. The yield is 0.980. The reactants are C(OC(=O)[NH:7][CH2:8][CH2:9][CH2:10][CH2:11][C:12]1[CH:17]=[CH:16][C:15]([C:18](=[O:23])[NH:19][CH2:20][CH2:21][OH:22])=[CH:14][CH:13]=1)(C)(C)C.CO.[ClH:27]. No catalyst specified. (2) The product is [CH3:20][O:19][CH2:18][CH2:17][C:16]([C:14]1[CH:15]=[C:10]2[C:11](=[CH:12][C:13]=1[C:22]([F:23])([F:24])[F:25])[NH:26][C:27](=[O:28])[N:6]([NH:5][S:2]([CH3:1])(=[O:4])=[O:3])[C:9]2=[O:8])=[O:21]. The catalyst is C1COCC1. The reactants are [CH3:1][S:2]([NH:5][NH2:6])(=[O:4])=[O:3].C[O:8][C:9](=O)[C:10]1[CH:15]=[C:14]([C:16](=[O:21])[CH2:17][CH2:18][O:19][CH3:20])[C:13]([C:22]([F:25])([F:24])[F:23])=[CH:12][C:11]=1[N:26]=[C:27]=[O:28].[OH-].[Na+]. The yield is 0.940.